From a dataset of Forward reaction prediction with 1.9M reactions from USPTO patents (1976-2016). Predict the product of the given reaction. (1) Given the reactants Br[C:2]1[CH:24]=[CH:23][C:5]([O:6][CH2:7][CH:8]2[CH2:13][CH2:12][N:11]([CH2:14][C:15]3([C:19]([F:22])([F:21])[F:20])[CH2:18][CH2:17][CH2:16]3)[CH2:10][CH2:9]2)=[CH:4][CH:3]=1.[F:25][C:26]1[CH:31]=[C:30]([C:32]([O:34][CH3:35])=[O:33])[CH:29]=[CH:28][C:27]=1B(O)O.C([O-])([O-])=O.[Cs+].[Cs+].COCCOC, predict the reaction product. The product is: [F:25][C:26]1[CH:31]=[C:30]([C:32]([O:34][CH3:35])=[O:33])[CH:29]=[CH:28][C:27]=1[C:2]1[CH:3]=[CH:4][C:5]([O:6][CH2:7][CH:8]2[CH2:9][CH2:10][N:11]([CH2:14][C:15]3([C:19]([F:21])([F:22])[F:20])[CH2:16][CH2:17][CH2:18]3)[CH2:12][CH2:13]2)=[CH:23][CH:24]=1. (2) The product is: [Br:1][C:2]1[C:7]([CH3:8])=[CH:6][CH:5]=[C:4]([N+:9]([O-:11])=[O:10])[C:3]=1[CH:12]=[CH:18][N:19]([CH3:21])[CH3:20]. Given the reactants [Br:1][C:2]1[C:3]([CH3:12])=[C:4]([N+:9]([O-:11])=[O:10])[CH:5]=[CH:6][C:7]=1[CH3:8].N1CCCC1.[CH3:18][N:19]([CH:21]=O)[CH3:20].C[C:18]([N:19]([CH3:21])[CH3:20])=O, predict the reaction product.